Dataset: Full USPTO retrosynthesis dataset with 1.9M reactions from patents (1976-2016). Task: Predict the reactants needed to synthesize the given product. The reactants are: [Si:1]([O:8][CH:9]([CH2:20][O:21][C:22]1[CH:27]=[CH:26][CH:25]=[C:24]([C:28]2[N:33]=[C:32](Cl)[C:31]([CH3:35])=[C:30]([NH:36][CH:37]3[CH2:42][CH2:41][O:40][CH2:39][CH2:38]3)[N:29]=2)[CH:23]=1)[CH2:10][N:11]([CH3:19])[C:12](=[O:18])[O:13][C:14]([CH3:17])([CH3:16])[CH3:15])([C:4]([CH3:7])([CH3:6])[CH3:5])([CH3:3])[CH3:2].[C:43]([O:51][CH2:52][C:53]1[C:57](B2OC(C)(C)C(C)(C)O2)=[C:56]([CH3:67])[O:55][N:54]=1)(=[O:50])[C:44]1[CH:49]=[CH:48][CH:47]=[CH:46][CH:45]=1.[F-].[K+]. Given the product [C:43]([O:51][CH2:52][C:53]1[C:57]([C:32]2[C:31]([CH3:35])=[C:30]([NH:36][CH:37]3[CH2:38][CH2:39][O:40][CH2:41][CH2:42]3)[N:29]=[C:28]([C:24]3[CH:25]=[CH:26][CH:27]=[C:22]([O:21][CH2:20][CH:9]([O:8][Si:1]([C:4]([CH3:7])([CH3:6])[CH3:5])([CH3:3])[CH3:2])[CH2:10][N:11]([C:12]([O:13][C:14]([CH3:17])([CH3:15])[CH3:16])=[O:18])[CH3:19])[CH:23]=3)[N:33]=2)=[C:56]([CH3:67])[O:55][N:54]=1)(=[O:50])[C:44]1[CH:45]=[CH:46][CH:47]=[CH:48][CH:49]=1, predict the reactants needed to synthesize it.